From a dataset of Full USPTO retrosynthesis dataset with 1.9M reactions from patents (1976-2016). Predict the reactants needed to synthesize the given product. (1) Given the product [Cl:27][C:25]1[CH:26]=[C:21]([C:19]2[O:18][N:17]=[C:16]([C:10]3[C:11]4[CH:12]=[CH:13][O:14][C:15]=4[C:7]([CH2:55][CH2:56][C:57]([O:59][CH2:60][CH3:61])=[O:58])=[CH:8][CH:9]=3)[N:20]=2)[CH:22]=[N:23][C:24]=1[O:28][CH:29]([CH3:30])[CH3:31], predict the reactants needed to synthesize it. The reactants are: FC(F)(F)S(O[C:7]1[C:15]2[O:14][CH:13]=[CH:12][C:11]=2[C:10]([C:16]2[N:20]=[C:19]([C:21]3[CH:22]=[N:23][C:24]([O:28][CH:29]([CH3:31])[CH3:30])=[C:25]([Cl:27])[CH:26]=3)[O:18][N:17]=2)=[CH:9][CH:8]=1)(=O)=O.CC(P(C(C)(C)C)C(C)(C)C)(C)C.C([O-])([O-])=O.[Cs+].[Cs+].Br[Zn][CH2:55][CH2:56][C:57]([O:59][CH2:60][CH3:61])=[O:58]. (2) Given the product [CH3:1][C:2]1[O:6][N:5]=[C:4]([C:7]2[CH:8]=[CH:9][CH:10]=[CH:11][CH:12]=2)[C:3]=1[CH2:13][O:14][C:15]1[CH:23]=[CH:22][C:18]([C:19]([NH:61][C:59]2[CH:58]=[N:57][N:56]([CH3:55])[CH:60]=2)=[O:21])=[CH:17][N:16]=1, predict the reactants needed to synthesize it. The reactants are: [CH3:1][C:2]1[O:6][N:5]=[C:4]([C:7]2[CH:12]=[CH:11][CH:10]=[CH:9][CH:8]=2)[C:3]=1[CH2:13][O:14][C:15]1[CH:23]=[CH:22][C:18]([C:19]([OH:21])=O)=[CH:17][N:16]=1.F[B-](F)(F)F.N1(OC(N(C)C)=[N+](C)C)C2C=CC=CC=2N=N1.C(N(CC)C(C)C)(C)C.[CH3:55][N:56]1[CH:60]=[C:59]([NH2:61])[CH:58]=[N:57]1.